Dataset: Full USPTO retrosynthesis dataset with 1.9M reactions from patents (1976-2016). Task: Predict the reactants needed to synthesize the given product. Given the product [Cl:1][C:2]1[C:19]([C:20]([F:23])([F:21])[F:22])=[CH:18][CH:17]=[CH:16][C:3]=1[CH2:4][N:5]1[CH:10]([CH:11]2[CH2:12][CH2:13]2)[CH2:9][N:8]=[C:7]([O:14][CH3:24])[C:6]1=[O:15], predict the reactants needed to synthesize it. The reactants are: [Cl:1][C:2]1[C:19]([C:20]([F:23])([F:22])[F:21])=[CH:18][CH:17]=[CH:16][C:3]=1[CH2:4][N:5]1[CH:10]([CH:11]2[CH2:13][CH2:12]2)[CH2:9][NH:8][C:7](=[O:14])[C:6]1=[O:15].[C:24](=O)([O-])[O-].[Na+].[Na+].F[B-](F)(F)F.C([O+](CC)CC)C.